This data is from Forward reaction prediction with 1.9M reactions from USPTO patents (1976-2016). The task is: Predict the product of the given reaction. (1) Given the reactants [C:1]([C:4]1[C:9]2[NH:10][C:11]3[C:16]([C:8]=2[C:7]([C:22]2[C:23]([CH3:39])=[C:24]([NH:28]C(=O)OCC4C=CC=CC=4)[CH:25]=[CH:26][CH:27]=2)=[CH:6][N:5]=1)=[CH:15][CH:14]=[C:13]([O:17][CH2:18][CH2:19][O:20][CH3:21])[CH:12]=3)(=[O:3])[NH2:2], predict the reaction product. The product is: [NH2:28][C:24]1[C:23]([CH3:39])=[C:22]([C:7]2[C:8]3[C:16]4[C:11](=[CH:12][C:13]([O:17][CH2:18][CH2:19][O:20][CH3:21])=[CH:14][CH:15]=4)[NH:10][C:9]=3[C:4]([C:1]([NH2:2])=[O:3])=[N:5][CH:6]=2)[CH:27]=[CH:26][CH:25]=1. (2) Given the reactants CC1C=CC(N2C3C(=CC=CC=3)C=C2)=CC=1.[NH:17]1[C:25]2[C:20](=[CH:21][C:22]([CH2:26][N:27]3[CH2:32][CH2:31][CH:30]([C:33]4[CH:34]=[C:35]([NH:39][C:40](=[O:44])[CH:41]([CH3:43])[CH3:42])[CH:36]=[CH:37][CH:38]=4)[CH2:29][CH2:28]3)=[CH:23][CH:24]=2)[CH:19]=[CH:18]1.I[C:46]1[CH:51]=[CH:50][C:49]([O:52][CH3:53])=[CH:48][CH:47]=1, predict the reaction product. The product is: [CH3:53][O:52][C:49]1[CH:50]=[CH:51][C:46]([N:17]2[C:25]3[C:20](=[CH:21][C:22]([CH2:26][N:27]4[CH2:32][CH2:31][CH:30]([C:33]5[CH:34]=[C:35]([NH:39][C:40](=[O:44])[CH:41]([CH3:42])[CH3:43])[CH:36]=[CH:37][CH:38]=5)[CH2:29][CH2:28]4)=[CH:23][CH:24]=3)[CH:19]=[CH:18]2)=[CH:47][CH:48]=1.